Dataset: Reaction yield outcomes from USPTO patents with 853,638 reactions. Task: Predict the reaction yield, written as a fraction of the theoretical maximum amount of product (1.0 means a 100% yield; for example, 0.34 means a 34% yield). (1) The reactants are [CH2:1]([N:5]1[CH:13]=[C:12]2[C:7]([CH:8]=[CH:9][CH:10]=[CH:11]2)=[N:6]1)[CH2:2][C:3]#[CH:4].[CH2:14]([N:18]1[C:26]2[C:21](=[CH:22][CH:23]=[CH:24][CH:25]=2)[CH:20]=[N:19]1)[CH2:15][C:16]#[CH:17].C1C=CC(P(C2C=CC=CC=2)C2C=CC=CC=2)=CC=1.Br[C:47]1[CH:52]=[CH:51][CH:50]=[CH:49][N:48]=1. The catalyst is CN(C=O)C.[Cu]I.Cl[Pd](Cl)([P](C1C=CC=CC=1)(C1C=CC=CC=1)C1C=CC=CC=1)[P](C1C=CC=CC=1)(C1C=CC=CC=1)C1C=CC=CC=1.CCN(CC)CC. The product is [N:18]1[CH:24]=[CH:23][CH:22]=[CH:21][C:26]=1[C:4]#[C:3][CH2:2][CH2:1][N:5]1[CH:13]=[C:12]2[C:7]([CH:8]=[CH:9][CH:10]=[CH:11]2)=[N:6]1.[N:48]1[CH:49]=[CH:50][CH:51]=[CH:52][C:47]=1[C:17]#[C:16][CH2:15][CH2:14][N:18]1[C:26]2[C:21](=[CH:22][CH:23]=[CH:24][CH:25]=2)[CH:20]=[N:19]1. The yield is 0.0300. (2) The reactants are [CH2:1]([O:8][C:9]1[C:13]([O:14][CH2:15][C:16]2[CH:21]=[CH:20][CH:19]=[CH:18][CH:17]=2)=[C:12]([C:22](=[O:26])[N:23]([CH3:25])[CH3:24])[N:11]([C:27]2[CH:32]=[CH:31][C:30]([O:33][CH3:34])=[CH:29][CH:28]=2)[C:10]=1[C:35]([O-:37])=[O:36])[C:2]1[CH:7]=[CH:6][CH:5]=[CH:4][CH:3]=1.C([NH+](CC)CC)C.C([O-])([O-])=O.[Cs+].[Cs+].Br[CH:52]([CH3:54])[CH3:53]. The catalyst is CN(C=O)C. The product is [CH2:1]([O:8][C:9]1[C:13]([O:14][CH2:15][C:16]2[CH:21]=[CH:20][CH:19]=[CH:18][CH:17]=2)=[C:12]([C:22](=[O:26])[N:23]([CH3:25])[CH3:24])[N:11]([C:27]2[CH:28]=[CH:29][C:30]([O:33][CH3:34])=[CH:31][CH:32]=2)[C:10]=1[C:35]([O:37][CH:52]([CH3:54])[CH3:53])=[O:36])[C:2]1[CH:3]=[CH:4][CH:5]=[CH:6][CH:7]=1. The yield is 0.330. (3) The reactants are [CH3:1][O:2][C:3]1[CH:8]=[CH:7][CH:6]=[CH:5][C:4]=1[S:9]([N:12]([CH3:31])[C:13]1[CH:14]=[CH:15][CH:16]=[C:17]2[C:21]=1[NH:20][C:19]([C:22]1[S:23][CH:24]([CH2:27][C:28]([OH:30])=O)[CH2:25][N:26]=1)=[CH:18]2)(=[O:11])=[O:10].[NH2:32][C:33]1[NH:37][N:36]=[N:35][N:34]=1.N1(O)C2C=CC=CC=2N=N1.Cl.CN(C)CCCN=C=NCC. The catalyst is C(OCC)(=O)C.CN(C)C=O. The product is [CH3:1][O:2][C:3]1[CH:8]=[CH:7][CH:6]=[CH:5][C:4]=1[S:9]([N:12]([CH3:31])[C:13]1[CH:14]=[CH:15][CH:16]=[C:17]2[C:21]=1[NH:20][C:19]([C:22]1[S:23][CH:24]([CH2:27][C:28]([NH:32][C:33]3[NH:37][N:36]=[N:35][N:34]=3)=[O:30])[CH2:25][N:26]=1)=[CH:18]2)(=[O:11])=[O:10]. The yield is 0.560. (4) The reactants are [Br:1][C:2]1[CH:3]=[C:4]([CH:7]=O)[S:5][CH:6]=1.Cl.CN.[C:12]([BH3-])#[N:13].[Na+].[OH-].[Na+]. The catalyst is C(#N)C. The product is [Br:1][C:2]1[CH:3]=[C:4]([CH2:7][NH:13][CH3:12])[S:5][CH:6]=1. The yield is 0.790. (5) The reactants are [CH2:1]([S-:3])[CH3:2].[Na+].[Br:5][C:6]1[CH:7]=[CH:8][C:9](F)=[C:10]([CH:13]=1)[CH:11]=[O:12].Cl. The catalyst is CN(C=O)C. The product is [Br:5][C:6]1[CH:7]=[CH:8][C:9]([S:3][CH2:1][CH3:2])=[C:10]([CH:13]=1)[CH:11]=[O:12]. The yield is 0.240.